Dataset: Full USPTO retrosynthesis dataset with 1.9M reactions from patents (1976-2016). Task: Predict the reactants needed to synthesize the given product. (1) Given the product [OH:1][NH:3][C:7]([C:9]1[CH:17]=[C:16]2[C:12]([CH:13]=[CH:14][N:15]2[CH2:18][CH:19]2[CH2:24][CH2:23][CH2:22][CH2:21][CH2:20]2)=[CH:11][CH:10]=1)=[O:6], predict the reactants needed to synthesize it. The reactants are: [OH-:1].[Na+].[NH2:3]O.C[O:6][C:7]([C:9]1[CH:17]=[C:16]2[C:12]([CH:13]=[CH:14][N:15]2[CH2:18][CH:19]2[CH2:24][CH2:23][CH2:22][CH2:21][CH2:20]2)=[CH:11][CH:10]=1)=O. (2) Given the product [Cl:1][C:2]1[CH:3]=[C:4]([C:8]2[CH:11]=[N:13][NH:14][C:9]=2[NH2:10])[CH:5]=[CH:6][CH:7]=1, predict the reactants needed to synthesize it. The reactants are: [Cl:1][C:2]1[CH:3]=[C:4]([CH:8]([CH:11]=O)[C:9]#[N:10])[CH:5]=[CH:6][CH:7]=1.[NH2:13][NH2:14].O.